From a dataset of Catalyst prediction with 721,799 reactions and 888 catalyst types from USPTO. Predict which catalyst facilitates the given reaction. The catalyst class is: 69. Product: [OH:13][C:14]1([CH2:19][O:20][C@H:21]2[CH2:26][CH2:25][C@H:24]([N:27]3[C:32](=[O:33])[C:31]([CH2:34][C:35]4[CH:36]=[CH:37][C:38]([C:41]5[CH:46]=[CH:45][CH:44]=[CH:43][C:42]=5[C:47]5[NH:3][C:4](=[O:7])[O:5][N:48]=5)=[CH:39][CH:40]=4)=[C:30]([CH2:49][CH2:50][CH3:51])[N:29]4[N:52]=[CH:53][N:54]=[C:28]34)[CH2:23][CH2:22]2)[CH2:15][CH2:16][CH2:17][CH2:18]1. Reactant: [Cl-].O[NH3+:3].[C:4](=[O:7])([O-])[OH:5].[Na+].CS(C)=O.[OH:13][C:14]1([CH2:19][O:20][C@H:21]2[CH2:26][CH2:25][C@H:24]([N:27]3[C:32](=[O:33])[C:31]([CH2:34][C:35]4[CH:40]=[CH:39][C:38]([C:41]5[C:42]([C:47]#[N:48])=[CH:43][CH:44]=[CH:45][CH:46]=5)=[CH:37][CH:36]=4)=[C:30]([CH2:49][CH2:50][CH3:51])[N:29]4[N:52]=[CH:53][N:54]=[C:28]34)[CH2:23][CH2:22]2)[CH2:18][CH2:17][CH2:16][CH2:15]1.